Dataset: Forward reaction prediction with 1.9M reactions from USPTO patents (1976-2016). Task: Predict the product of the given reaction. (1) Given the reactants [NH:1]1[C:9]2[C:4](=[CH:5][C:6]([CH:10]=[O:11])=[CH:7][CH:8]=2)[CH:3]=[N:2]1.C([O-])([O-])=O.[K+].[K+].[I:18]I.[O-]S(S([O-])=O)=O.[Na+].[Na+].S([O-])(O)(=O)=O.[Na+], predict the reaction product. The product is: [I:18][C:3]1[C:4]2[C:9](=[CH:8][CH:7]=[C:6]([CH:10]=[O:11])[CH:5]=2)[NH:1][N:2]=1. (2) Given the reactants Br[C:2]1[CH:7]=[CH:6][C:5]([F:8])=[C:4]([CH2:9][CH3:10])[CH:3]=1.[CH3:11][Si:12]([C:15]#[CH:16])([CH3:14])[CH3:13].[Li+].[Cl-].C(N(CC)CC)C, predict the reaction product. The product is: [CH2:9]([C:4]1[CH:3]=[C:2]([C:16]#[C:15][Si:12]([CH3:14])([CH3:13])[CH3:11])[CH:7]=[CH:6][C:5]=1[F:8])[CH3:10]. (3) Given the reactants [NH4+].[Cl-].[N+:3]([C:6]1[CH:15]=[C:14]2[C:9]([CH2:10][CH2:11][N:12]([C:16](=[O:18])[CH3:17])[CH2:13]2)=[CH:8][CH:7]=1)([O-])=O, predict the reaction product. The product is: [NH2:3][C:6]1[CH:15]=[C:14]2[C:9]([CH2:10][CH2:11][N:12]([C:16](=[O:18])[CH3:17])[CH2:13]2)=[CH:8][CH:7]=1.